Dataset: CYP3A4 inhibition data for predicting drug metabolism from PubChem BioAssay. Task: Regression/Classification. Given a drug SMILES string, predict its absorption, distribution, metabolism, or excretion properties. Task type varies by dataset: regression for continuous measurements (e.g., permeability, clearance, half-life) or binary classification for categorical outcomes (e.g., BBB penetration, CYP inhibition). Dataset: cyp3a4_veith. The molecule is CCCC(=O)n1nc(-c2cccnc2)nc1N. The result is 0 (non-inhibitor).